The task is: Predict the product of the given reaction.. This data is from Forward reaction prediction with 1.9M reactions from USPTO patents (1976-2016). (1) Given the reactants [F:1][C:2]([F:12])([F:11])[C:3]1[CH:10]=[CH:9][C:6]([CH:7]=O)=[CH:5][CH:4]=1.Cl.[O:14]([NH2:16])[CH3:15], predict the reaction product. The product is: [CH3:15][O:14][N:16]=[CH:7][C:6]1[CH:9]=[CH:10][C:3]([C:2]([F:12])([F:11])[F:1])=[CH:4][CH:5]=1. (2) Given the reactants [CH3:1][C:2]1[C:6]2[CH:7]=[CH:8][C:9]([OH:11])=[CH:10][C:5]=2[O:4][N:3]=1.[OH-:12].[Na+].[CH2:14]=O.Cl, predict the reaction product. The product is: [OH:12][CH2:14][C:10]1[C:5]2[O:4][N:3]=[C:2]([CH3:1])[C:6]=2[CH:7]=[CH:8][C:9]=1[OH:11].